This data is from Reaction yield outcomes from USPTO patents with 853,638 reactions. The task is: Predict the reaction yield, written as a fraction of the theoretical maximum amount of product (1.0 means a 100% yield; for example, 0.34 means a 34% yield). (1) The reactants are [F:1][C:2]1[CH:3]=[CH:4][C:5]([C:12]2[NH:16][N:15]=[CH:14][CH:13]=2)=[C:6]([CH:11]=1)[C:7]([O:9]C)=[O:8].[Li+].[OH-]. The catalyst is CCO. The product is [F:1][C:2]1[CH:3]=[CH:4][C:5]([C:12]2[NH:16][N:15]=[CH:14][CH:13]=2)=[C:6]([CH:11]=1)[C:7]([OH:9])=[O:8]. The yield is 0.440. (2) The catalyst is C1(C)C=CC=CC=1.C1(P(C2C=CC=CC=2)C2C=CC=CC=2)C=CC=CC=1.C1(P(C2C=CC=CC=2)C2C=CC=CC=2)C=CC=CC=1.C1(P(C2C=CC=CC=2)C2C=CC=CC=2)C=CC=CC=1.C1(P(C2C=CC=CC=2)C2C=CC=CC=2)C=CC=CC=1.[Pd].O. The yield is 0.870. The reactants are [C:1]([O:5][CH:6]([C:11]1[C:16]([CH3:17])=[CH:15][CH:14]=[C:13](OS(C(F)(F)F)(=O)=O)[C:12]=1[C:26]1[CH:27]=[CH:28][C:29]2[O:34][CH2:33][CH2:32][CH2:31][C:30]=2[CH:35]=1)[C:7]([O:9][CH3:10])=[O:8])([CH3:4])([CH3:3])[CH3:2].[CH:36]1(B(O)O)[CH2:38][CH2:37]1.[Br-].[Na+].O.[O-]P([O-])([O-])=O.[K+].[K+].[K+]. The product is [C:1]([O:5][CH:6]([C:11]1[C:16]([CH3:17])=[CH:15][CH:14]=[C:13]([CH:36]2[CH2:38][CH2:37]2)[C:12]=1[C:26]1[CH:27]=[CH:28][C:29]2[O:34][CH2:33][CH2:32][CH2:31][C:30]=2[CH:35]=1)[C:7]([O:9][CH3:10])=[O:8])([CH3:2])([CH3:4])[CH3:3]. (3) The reactants are [O:1]1[C:5]2[CH:6]=[CH:7][CH:8]=[CH:9][C:4]=2[C:3]([NH:10][C:11]([N:13]2[CH2:18][CH2:17][N:16]([CH2:19][C:20]3[CH:25]=[CH:24][CH:23]=[C:22]([C:26]#[C:27][Si](C)(C)C)[CH:21]=3)[CH2:15][CH2:14]2)=[O:12])=[N:2]1.C(=O)([O-])[O-].[K+].[K+]. The catalyst is CO. The product is [O:1]1[C:5]2[CH:6]=[CH:7][CH:8]=[CH:9][C:4]=2[C:3]([NH:10][C:11]([N:13]2[CH2:14][CH2:15][N:16]([CH2:19][C:20]3[CH:25]=[CH:24][CH:23]=[C:22]([C:26]#[CH:27])[CH:21]=3)[CH2:17][CH2:18]2)=[O:12])=[N:2]1. The yield is 0.880. (4) The reactants are [CH:1]1([C:4]2[CH:5]=[CH:6][C:7]([C:10]([F:17])([F:16])[C:11]([O:13]CC)=[O:12])=[N:8][CH:9]=2)[CH2:3][CH2:2]1.CO.O.O.[OH-].[Li+]. The catalyst is O1CCCC1. The product is [CH:1]1([C:4]2[CH:5]=[CH:6][C:7]([C:10]([F:17])([F:16])[C:11]([OH:13])=[O:12])=[N:8][CH:9]=2)[CH2:3][CH2:2]1. The yield is 0.500. (5) The reactants are Br[CH2:2][C:3]([NH:5][C:6]1[CH:16]=[CH:15][C:14]([C:17]2[CH:18]=[C:19]3[C:25]([C:26]4[CH:31]=[CH:30][CH:29]=[CH:28][C:27]=4[O:32][CH3:33])=[N:24][NH:23][C:20]3=[N:21][CH:22]=2)=[CH:13][C:7]=1[C:8]([N:10]([CH3:12])[CH3:11])=[O:9])=[O:4].[CH:34]1([NH2:37])[CH2:36][CH2:35]1. The catalyst is ClCCl. The product is [CH:34]1([NH:37][CH2:2][C:3]([NH:5][C:6]2[CH:16]=[CH:15][C:14]([C:17]3[CH:18]=[C:19]4[C:25]([C:26]5[CH:31]=[CH:30][CH:29]=[CH:28][C:27]=5[O:32][CH3:33])=[N:24][NH:23][C:20]4=[N:21][CH:22]=3)=[CH:13][C:7]=2[C:8]([N:10]([CH3:12])[CH3:11])=[O:9])=[O:4])[CH2:36][CH2:35]1. The yield is 0.380. (6) The reactants are C(N(CC)CC)C.[CH:8]([C:10]1[C:18]2[C:13](=[CH:14][CH:15]=[CH:16][CH:17]=2)[N:12](C(OC(C)(C)C)=O)[CH:11]=1)=[O:9].[CH3:26][O:27][C:28]1[CH:29]=[C:30]([N:34]=[CH:35][C:36]2[CH:43]=[CH:42][C:39]([C:40]#[N:41])=[CH:38][CH:37]=2)[CH:31]=[N:32][CH:33]=1. The catalyst is [Cl-].C([N+]1C(C)=C(CCO)SC=1)C1C=CC=CC=1.C(O)C. The product is [NH:12]1[C:13]2[C:18](=[CH:17][CH:16]=[CH:15][CH:14]=2)[C:10]([C:8](=[O:9])[CH:35]([C:36]2[CH:43]=[CH:42][C:39]([C:40]#[N:41])=[CH:38][CH:37]=2)[NH:34][C:30]2[CH:31]=[N:32][CH:33]=[C:28]([O:27][CH3:26])[CH:29]=2)=[CH:11]1. The yield is 0.340. (7) The reactants are Cl.[OH:2][C:3]([C:21]1[CH:22]=[N:23][CH:24]=[CH:25][CH:26]=1)=[CH:4][C:5]1[N:14]2[CH2:15][CH2:16][N:17]=[C:13]2[C:12]2[CH:11]=[CH:10][C:9]([OH:18])=[C:8]([O:19][CH3:20])[C:7]=2[N:6]=1.Cl[CH:28]([CH2:33][CH3:34])[C:29]([O:31][CH3:32])=[O:30].C(=O)([O-])[O-].[K+].[K+].O. The catalyst is CN(C)C=O. The product is [OH:2][C:3]([C:21]1[CH:22]=[N:23][CH:24]=[CH:25][CH:26]=1)=[CH:4][C:5]1[N:14]2[CH2:15][CH2:16][N:17]=[C:13]2[C:12]2[CH:11]=[CH:10][C:9]([O:18][CH2:34][CH2:33][CH2:28][C:29]([O:31][CH3:32])=[O:30])=[C:8]([O:19][CH3:20])[C:7]=2[N:6]=1. The yield is 0.593.